This data is from NCI-60 drug combinations with 297,098 pairs across 59 cell lines. The task is: Regression. Given two drug SMILES strings and cell line genomic features, predict the synergy score measuring deviation from expected non-interaction effect. (1) Drug 1: CC1=CC2C(CCC3(C2CCC3(C(=O)C)OC(=O)C)C)C4(C1=CC(=O)CC4)C. Drug 2: C1=CC=C(C=C1)NC(=O)CCCCCCC(=O)NO. Cell line: A549. Synergy scores: CSS=10.6, Synergy_ZIP=-4.35, Synergy_Bliss=-1.06, Synergy_Loewe=-2.14, Synergy_HSA=0.748. (2) Drug 1: CC1=C(C(=CC=C1)Cl)NC(=O)C2=CN=C(S2)NC3=CC(=NC(=N3)C)N4CCN(CC4)CCO. Drug 2: C1CNP(=O)(OC1)N(CCCl)CCCl. Cell line: MOLT-4. Synergy scores: CSS=4.49, Synergy_ZIP=-0.948, Synergy_Bliss=-2.12, Synergy_Loewe=-3.43, Synergy_HSA=-3.43. (3) Drug 1: CC(C)(C#N)C1=CC(=CC(=C1)CN2C=NC=N2)C(C)(C)C#N. Drug 2: CC1CCC2CC(C(=CC=CC=CC(CC(C(=O)C(C(C(=CC(C(=O)CC(OC(=O)C3CCCCN3C(=O)C(=O)C1(O2)O)C(C)CC4CCC(C(C4)OC)O)C)C)O)OC)C)C)C)OC. Cell line: TK-10. Synergy scores: CSS=0.422, Synergy_ZIP=-1.29, Synergy_Bliss=-4.05, Synergy_Loewe=-1.67, Synergy_HSA=-3.83. (4) Drug 2: COC1=C2C(=CC3=C1OC=C3)C=CC(=O)O2. Cell line: M14. Synergy scores: CSS=-4.56, Synergy_ZIP=0.492, Synergy_Bliss=-2.37, Synergy_Loewe=-4.87, Synergy_HSA=-5.62. Drug 1: CN1C2=C(C=C(C=C2)N(CCCl)CCCl)N=C1CCCC(=O)O.Cl. (5) Drug 1: C1CN1P(=S)(N2CC2)N3CC3. Drug 2: C1CC(=O)NC(=O)C1N2C(=O)C3=CC=CC=C3C2=O. Cell line: ACHN. Synergy scores: CSS=25.6, Synergy_ZIP=1.42, Synergy_Bliss=4.62, Synergy_Loewe=-21.7, Synergy_HSA=2.14.